From a dataset of Reaction yield outcomes from USPTO patents with 853,638 reactions. Predict the reaction yield, written as a fraction of the theoretical maximum amount of product (1.0 means a 100% yield; for example, 0.34 means a 34% yield). (1) The reactants are [S:1]([N:11]1[CH:15]=[CH:14][CH:13]=[CH:12]1)([C:4]1[CH:10]=[CH:9][C:7]([CH3:8])=[CH:6][CH:5]=1)(=[O:3])=[O:2].[Br:16]Br. The catalyst is CC(O)=O. The product is [Br:16][C:13]1[CH:14]=[CH:15][N:11]([S:1]([C:4]2[CH:5]=[CH:6][C:7]([CH3:8])=[CH:9][CH:10]=2)(=[O:2])=[O:3])[CH:12]=1. The yield is 0.340. (2) The catalyst is [Pd]. The yield is 0.780. The product is [C:26]([OH:29])(=[O:28])[CH3:27].[NH2:10][C@@H:11]1[CH2:15][C:14](=[O:16])[N:13]([CH2:17][C:18]2[CH:19]=[CH:20][CH:21]=[CH:22][CH:23]=2)[C:12]1=[O:24]. The reactants are C(OC(=O)[NH:10][C@@H:11]1[CH2:15][C:14](=[O:16])[N:13]([CH2:17][C:18]2[CH:23]=[CH:22][CH:21]=[CH:20][CH:19]=2)[C:12]1=[O:24])C1C=CC=CC=1.[C:26]([OH:29])(=[O:28])[CH3:27]. (3) The reactants are [Cl:1][C:2]1[C:7]([NH:8][C:9](=O)OC(C)(C)C)=[CH:6][C:5]([F:16])=[CH:4][N:3]=1.F[C:18](F)(F)[C:19](O)=O.C(=O)([O-])[O-].[Na+].[Na+].N1C=CC=CC=1C1C=CC=CN=1.C1(B(O)O)CC1. The catalyst is ClCCl.C(OCC)(=O)C.ClCCCl. The product is [Cl:1][C:2]1[C:7]([NH:8][CH:9]2[CH2:19][CH2:18]2)=[CH:6][C:5]([F:16])=[CH:4][N:3]=1. The yield is 0.714. (4) The reactants are C[O:2][C:3](=[O:23])[C@@H:4]([N:9]1[CH2:13][C:12]([O:14][C:15]2[CH:20]=[CH:19][CH:18]=[CH:17][C:16]=2[Cl:21])=[CH:11][C:10]1=[O:22])[CH2:5][CH:6]([CH3:8])[CH3:7].[OH-].[Na+].Cl.ClCCl. The catalyst is CC1CCCO1.O.C(OC)(C)(C)C. The product is [Cl:21][C:16]1[CH:17]=[CH:18][CH:19]=[CH:20][C:15]=1[O:14][C:12]1[CH2:13][N:9]([C@@H:4]([CH2:5][CH:6]([CH3:8])[CH3:7])[C:3]([OH:23])=[O:2])[C:10](=[O:22])[CH:11]=1. The yield is 0.569. (5) The reactants are Br[C:2]1[CH:23]=[CH:22][C:5]2[C:6]3[N:7]([CH:11]=[C:12]([C:14]4[N:18]([CH:19]([CH3:21])[CH3:20])[N:17]=[CH:16][N:15]=4)[N:13]=3)[CH2:8][CH2:9][O:10][C:4]=2[CH:3]=1.[CH2:24]([N:26]([CH2:43][CH3:44])[CH2:27][CH2:28][N:29]1[CH:33]=[C:32](B2OC(C)(C)C(C)(C)O2)[CH:31]=[N:30]1)[CH3:25].C(=O)([O-])[O-].[K+].[K+].C(#N)C. The catalyst is C(OCC)(=O)C.O. The product is [CH2:43]([N:26]([CH2:24][CH3:25])[CH2:27][CH2:28][N:29]1[CH:33]=[C:32]([C:2]2[CH:23]=[CH:22][C:5]3[C:6]4[N:7]([CH:11]=[C:12]([C:14]5[N:18]([CH:19]([CH3:21])[CH3:20])[N:17]=[CH:16][N:15]=5)[N:13]=4)[CH2:8][CH2:9][O:10][C:4]=3[CH:3]=2)[CH:31]=[N:30]1)[CH3:44]. The yield is 0.330.